Dataset: Catalyst prediction with 721,799 reactions and 888 catalyst types from USPTO. Task: Predict which catalyst facilitates the given reaction. (1) Reactant: C[O:2][CH:3](OC)[C:4]1[CH:5]=[CH:6][C:7]([N+:29]([O-:31])=[O:30])=[C:8]([NH:10][C:11]2[S:12][C:13]([C:26]([NH2:28])=[O:27])=[C:14]([C:16]3[CH:21]=[CH:20][CH:19]=[CH:18][C:17]=3[C:22]([F:25])([F:24])[F:23])[N:15]=2)[CH:9]=1.Cl. Product: [CH:3]([C:4]1[CH:5]=[CH:6][C:7]([N+:29]([O-:31])=[O:30])=[C:8]([NH:10][C:11]2[S:12][C:13]([C:26]([NH2:28])=[O:27])=[C:14]([C:16]3[CH:21]=[CH:20][CH:19]=[CH:18][C:17]=3[C:22]([F:23])([F:24])[F:25])[N:15]=2)[CH:9]=1)=[O:2]. The catalyst class is: 10. (2) Reactant: [C-:1]#[N:2].[K+].[Br:4][C:5]1[CH:6]=[C:7]([F:14])[C:8]([CH2:12]Br)=[C:9]([F:11])[CH:10]=1.[Cl-].[Na+]. Product: [Br:4][C:5]1[CH:6]=[C:7]([F:14])[C:8]([CH2:12][C:1]#[N:2])=[C:9]([F:11])[CH:10]=1. The catalyst class is: 16.